Predict the product of the given reaction. From a dataset of Forward reaction prediction with 1.9M reactions from USPTO patents (1976-2016). (1) Given the reactants Br[C:2]1[CH:3]=[C:4]([CH:8]2[C:17]3[C:12](=[CH:13][C:14]4[CH2:20][CH2:19][CH2:18][C:15]=4[CH:16]=3)[NH:11][C:10](=[O:21])[CH2:9]2)[CH:5]=[CH:6][CH:7]=1.O.[CH3:23][N:24]1C(=O)N(C)CCC1, predict the reaction product. The product is: [O:21]=[C:10]1[CH2:9][CH:8]([C:4]2[CH:3]=[C:2]([CH:7]=[CH:6][CH:5]=2)[C:23]#[N:24])[C:17]2[C:12](=[CH:13][C:14]3[CH2:20][CH2:19][CH2:18][C:15]=3[CH:16]=2)[NH:11]1. (2) Given the reactants [Cl:1][C:2]1[N:7]=[CH:6][C:5]([C:8]2([C:12]([OH:14])=O)[CH2:11][CH2:10][CH2:9]2)=[CH:4][CH:3]=1.[CH:15]([N:18](CC)C(C)C)(C)C.Cl.CN.CN.CO.C(=O)([O-])O.[Na+], predict the reaction product. The product is: [Cl:1][C:2]1[N:7]=[CH:6][C:5]([C:8]2([C:12]([NH:18][CH3:15])=[O:14])[CH2:11][CH2:10][CH2:9]2)=[CH:4][CH:3]=1. (3) Given the reactants [CH3:1][O:2][C:3]([C:5]1[CH:6]=[C:7]2[CH:13]=[C:12]([C:14]([OH:16])=O)[NH:11][C:8]2=[N:9][CH:10]=1)=[O:4].Cl.[CH:18]([N:21]1[CH2:26][CH2:25][CH:24]([NH2:27])[CH2:23][CH2:22]1)([CH3:20])[CH3:19].C1N(P(Cl)(N2C(=O)OCC2)=O)C(=O)OC1.O, predict the reaction product. The product is: [CH3:1][O:2][C:3]([C:5]1[CH:6]=[C:7]2[CH:13]=[C:12]([C:14](=[O:16])[NH:27][CH:24]3[CH2:25][CH2:26][N:21]([CH:18]([CH3:20])[CH3:19])[CH2:22][CH2:23]3)[NH:11][C:8]2=[N:9][CH:10]=1)=[O:4]. (4) Given the reactants [CH3:1][O:2][C:3](=[O:31])[CH2:4][CH2:5][C:6]([C:8]1[C:13]([B:14]2[O:18]C(C)(C)C(C)(C)[O:15]2)=[CH:12][C:11]([O:23]C2CCCCO2)=[CH:10][C:9]=1[CH3:30])=O.[BH4-].[Na+], predict the reaction product. The product is: [CH3:1][O:2][C:3](=[O:31])[CH2:4][CH2:5][CH:6]1[O:18][B:14]([OH:15])[C:13]2[CH:12]=[C:11]([OH:23])[CH:10]=[C:9]([CH3:30])[C:8]1=2. (5) Given the reactants [Cl:1][C:2]1[CH:7]=[CH:6][C:5]([NH:8][C:9]([C:11]2[C:12]([CH3:21])=[N:13][C:14]([C:17]([F:20])([F:19])[F:18])=[CH:15][CH:16]=2)=[O:10])=[CH:4][C:3]=1I, predict the reaction product. The product is: [Cl:1][C:2]1[CH:7]=[CH:6][C:5]([NH:8][C:9]([C:11]2[C:12]([CH3:21])=[N:13][C:14]([C:17]([F:20])([F:19])[F:18])=[CH:15][CH:16]=2)=[O:10])=[CH:4][C:3]=1[C:14]1[CH:15]=[CH:16][C:11]([CH3:9])=[CH:12][N:13]=1.